Predict the reactants needed to synthesize the given product. From a dataset of Full USPTO retrosynthesis dataset with 1.9M reactions from patents (1976-2016). The reactants are: [F:1][C:2]([F:15])([F:14])[C:3]1[CH:12]=[C:11]2[C:6]([C:7]([SH:13])=[CH:8][CH:9]=[N:10]2)=[CH:5][CH:4]=1.[H-].[Na+].Br[CH2:19][CH2:20][CH2:21][CH2:22][CH2:23][CH2:24][CH2:25][CH2:26][O:27][C:28]1[C:29](=[O:42])[CH:30]=[C:31]([CH2:34][O:35][CH:36]2[CH2:41][CH2:40][CH2:39][CH2:38][O:37]2)[O:32][CH:33]=1. Given the product [F:15][C:2]([F:1])([F:14])[C:3]1[CH:12]=[C:11]2[C:6]([C:7]([S:13][CH2:19][CH2:20][CH2:21][CH2:22][CH2:23][CH2:24][CH2:25][CH2:26][O:27][C:28]3[C:29](=[O:42])[CH:30]=[C:31]([CH2:34][O:35][CH:36]4[CH2:41][CH2:40][CH2:39][CH2:38][O:37]4)[O:32][CH:33]=3)=[CH:8][CH:9]=[N:10]2)=[CH:5][CH:4]=1, predict the reactants needed to synthesize it.